Dataset: Forward reaction prediction with 1.9M reactions from USPTO patents (1976-2016). Task: Predict the product of the given reaction. (1) Given the reactants Br[C:2]1[CH:3]=[C:4]([CH2:8][OH:9])[CH:5]=[N:6][CH:7]=1.[Cl:10][C:11]1[CH:12]=[C:13]2[C:17](=[CH:18][CH:19]=1)[C:16](=[O:20])[NH:15][C:14]2([CH3:22])[CH3:21].C([O-])([O-])=O.[Cs+].[Cs+].N[C@H]1CCCC[C@@H]1N, predict the reaction product. The product is: [Cl:10][C:11]1[CH:12]=[C:13]2[C:17](=[CH:18][CH:19]=1)[C:16](=[O:20])[N:15]([C:2]1[CH:7]=[N:6][CH:5]=[C:4]([CH2:8][OH:9])[CH:3]=1)[C:14]2([CH3:22])[CH3:21]. (2) Given the reactants [CH3:1][S:2](Cl)(=[O:4])=[O:3].[NH2:6][C:7]1[CH:8]=[C:9]([CH:29]=[CH:30][CH:31]=1)[O:10][CH2:11][C:12]([NH:14][CH2:15][CH:16]([OH:28])[CH2:17][N:18]1[CH2:27][CH2:26][C:25]2[C:20](=[CH:21][CH:22]=[CH:23][CH:24]=2)[CH2:19]1)=[O:13], predict the reaction product. The product is: [CH2:19]1[C:20]2[C:25](=[CH:24][CH:23]=[CH:22][CH:21]=2)[CH2:26][CH2:27][N:18]1[CH2:17][CH:16]([OH:28])[CH2:15][NH:14][C:12](=[O:13])[CH2:11][O:10][C:9]1[CH:29]=[CH:30][CH:31]=[C:7]([NH:6][S:2]([CH3:1])(=[O:4])=[O:3])[CH:8]=1. (3) Given the reactants [Cl:1][C:2]1[CH:3]=[CH:4][C:5]([C:25]#[N:26])=[C:6]([C:8]2[C:13]([O:14][CH3:15])=[CH:12][N:11]([CH:16]([CH2:20][CH2:21][O:22][CH3:23])[C:17]([OH:19])=O)[C:10](=[O:24])[CH:9]=2)[CH:7]=1.[NH2:27][C:28]1[CH:29]=[C:30]2[C:34](=[CH:35][CH:36]=1)[NH:33][N:32]=[CH:31]2, predict the reaction product. The product is: [Cl:1][C:2]1[CH:3]=[CH:4][C:5]([C:25]#[N:26])=[C:6]([C:8]2[C:13]([O:14][CH3:15])=[CH:12][N:11]([CH:16]([CH2:20][CH2:21][O:22][CH3:23])[C:17]([NH:27][C:28]3[CH:29]=[C:30]4[C:34](=[CH:35][CH:36]=3)[NH:33][N:32]=[CH:31]4)=[O:19])[C:10](=[O:24])[CH:9]=2)[CH:7]=1.